This data is from Peptide-MHC class I binding affinity with 185,985 pairs from IEDB/IMGT. The task is: Regression. Given a peptide amino acid sequence and an MHC pseudo amino acid sequence, predict their binding affinity value. This is MHC class I binding data. (1) The peptide sequence is LIGFALFGV. The MHC is HLA-A66:01 with pseudo-sequence HLA-A66:01. The binding affinity (normalized) is 0.213. (2) The peptide sequence is SLNLRETNL. The MHC is HLA-A02:02 with pseudo-sequence HLA-A02:02. The binding affinity (normalized) is 0.973. (3) The peptide sequence is VSRDFDDVY. The MHC is HLA-A11:01 with pseudo-sequence HLA-A11:01. The binding affinity (normalized) is 0.0847.